This data is from Catalyst prediction with 721,799 reactions and 888 catalyst types from USPTO. The task is: Predict which catalyst facilitates the given reaction. (1) Reactant: [C:1]1([C:7]2([OH:15])[CH2:14][CH:10]3[CH2:11][NH:12][CH2:13][CH:9]3[CH2:8]2)[CH:6]=[CH:5][CH:4]=[CH:3][CH:2]=1.C(=O)([O-])[O-].[K+].[K+].Br[CH2:23][C:24]([C:26]1[CH:31]=[CH:30][CH:29]=[CH:28][CH:27]=1)=[O:25]. Product: [OH:15][C:7]1([C:1]2[CH:2]=[CH:3][CH:4]=[CH:5][CH:6]=2)[CH2:14][CH:10]2[CH2:11][N:12]([CH2:23][C:24]([C:26]3[CH:31]=[CH:30][CH:29]=[CH:28][CH:27]=3)=[O:25])[CH2:13][CH:9]2[CH2:8]1. The catalyst class is: 35. (2) Reactant: BrC1OC(C2N=C3C=CC(C#N)=CN3C=2)=CC=1.[C:18]([C:20]1[CH:29]=[CH:28][C:23]([C:24](=O)[CH2:25]Br)=[CH:22][CH:21]=1)#[N:19].[NH2:30][C:31]1[CH:36]=[CH:35][C:34]([Br:37])=[CH:33][N:32]=1. Product: [Br:37][C:34]1[CH:35]=[CH:36][C:31]2[N:32]([CH:25]=[C:24]([C:23]3[CH:28]=[CH:29][C:20]([C:18]#[N:19])=[CH:21][CH:22]=3)[N:30]=2)[CH:33]=1. The catalyst class is: 14. (3) Product: [NH2:8][CH:9]1[CH2:10][CH2:11][N:12]([C:15]2[N:20]=[C:19]([C:21]3[C:29]4[C:24](=[CH:25][CH:26]=[C:27]([C:30]([NH2:31])=[O:32])[CH:28]=4)[NH:23][CH:22]=3)[CH:18]=[N:17][CH:16]=2)[CH2:13][CH2:14]1. The catalyst class is: 22. Reactant: C(OC([NH:8][CH:9]1[CH2:14][CH2:13][N:12]([C:15]2[N:20]=[C:19]([C:21]3[C:29]4[C:24](=[CH:25][CH:26]=[C:27]([C:30](=[O:32])[NH2:31])[CH:28]=4)[N:23](C(OC(C)(C)C)=O)[CH:22]=3)[CH:18]=[N:17][CH:16]=2)[CH2:11][CH2:10]1)=O)(C)(C)C.C(O)(C(F)(F)F)=O. (4) Reactant: [F:1][C:2]1[CH:3]=[C:4]([CH:8]=[C:9]([O:11][C:12]2[CH:17]=[CH:16][CH:15]=[CH:14][CH:13]=2)[CH:10]=1)[C:5](O)=[O:6]. Product: [F:1][C:2]1[CH:3]=[C:4]([CH2:5][OH:6])[CH:8]=[C:9]([O:11][C:12]2[CH:17]=[CH:16][CH:15]=[CH:14][CH:13]=2)[CH:10]=1. The catalyst class is: 1. (5) Reactant: C([OH:3])C.[OH-].[Na+].OO.[CH3:8][C:9]1[C:17]2[C:12](=[CH:13][CH:14]=[CH:15][C:16]=2[C:18]2[CH:19]=[N:20][C:21]3[C:26]([CH:27]=2)=[CH:25][CH:24]=[CH:23][CH:22]=3)[N:11]([C:28]2[CH:35]=[CH:34][C:31]([C:32]#[N:33])=[C:30]([NH:36][CH:37]3[CH2:42][C:41]([CH3:44])([CH3:43])[N:40]([CH3:45])[C:39]([CH3:47])([CH3:46])[CH2:38]3)[CH:29]=2)[N:10]=1. Product: [CH3:8][C:9]1[C:17]2[C:12](=[CH:13][CH:14]=[CH:15][C:16]=2[C:18]2[CH:19]=[N:20][C:21]3[C:26]([CH:27]=2)=[CH:25][CH:24]=[CH:23][CH:22]=3)[N:11]([C:28]2[CH:35]=[CH:34][C:31]([C:32]([NH2:33])=[O:3])=[C:30]([NH:36][CH:37]3[CH2:42][C:41]([CH3:43])([CH3:44])[N:40]([CH3:45])[C:39]([CH3:47])([CH3:46])[CH2:38]3)[CH:29]=2)[N:10]=1. The catalyst class is: 58. (6) Reactant: [OH:1][N:2]=[C:3]([CH3:52])[C:4]([NH:7][CH2:8][CH2:9][CH:10]([CH2:42][CH2:43][NH:44][C:45]([CH3:51])([CH3:50])[C:46](=[N:48][OH:49])[CH3:47])[CH2:11][CH2:12][NH:13][C:14]([C:16]1[CH:41]=[CH:40][C:19]([CH2:20][N:21]([S:29]([C:32]2[CH:37]=[CH:36][C:35]([O:38][CH3:39])=[CH:34][CH:33]=2)(=[O:31])=[O:30])[CH:22]([CH:26]([CH3:28])[CH3:27])[C:23](O)=[O:24])=[CH:18][CH:17]=1)=[O:15])([CH3:6])[CH3:5].CN1CCOCC1.C1CN([P+]([O:76][N:77]2N=NC3C=CC=NC2=3)(N2CCCC2)N2CCCC2)CC1.F[P-](F)(F)(F)(F)F.[Si](ON)(C(C)(C)C)(C)C. Product: [OH:76][NH:77][C:23]([CH:22]([N:21]([CH2:20][C:19]1[CH:18]=[CH:17][C:16]([C:14]([NH:13][CH2:12][CH2:11][CH:10]([CH2:42][CH2:43][NH:44][C:45]([CH3:50])([CH3:51])[C:46](=[N:48][OH:49])[CH3:47])[CH2:9][CH2:8][NH:7][C:4]([CH3:5])([CH3:6])[C:3](=[N:2][OH:1])[CH3:52])=[O:15])=[CH:41][CH:40]=1)[S:29]([C:32]1[CH:33]=[CH:34][C:35]([O:38][CH3:39])=[CH:36][CH:37]=1)(=[O:31])=[O:30])[CH:26]([CH3:28])[CH3:27])=[O:24]. The catalyst class is: 9. (7) Reactant: Cl[C:2]1[C:7]([CH3:8])=[CH:6][N:5]=[C:4]2[N:9]([S:25]([C:28]3[CH:34]=[CH:33][C:31]([CH3:32])=[CH:30][CH:29]=3)(=[O:27])=[O:26])[C:10]([C:12]3[CH2:17][CH2:16][N:15]([C:18]([O:20][C:21]([CH3:24])([CH3:23])[CH3:22])=[O:19])[CH2:14][CH:13]=3)=[CH:11][C:3]=12.[F:35][C:36]1[CH:37]=[CH:38][C:39]([O:45][CH3:46])=[C:40](B(O)O)[CH:41]=1.P([O-])([O-])([O-])=O.[K+].[K+].[K+]. Product: [F:35][C:36]1[CH:41]=[CH:40][C:39]([O:45][CH3:46])=[C:38]([C:2]2[C:7]([CH3:8])=[CH:6][N:5]=[C:4]3[N:9]([S:25]([C:28]4[CH:34]=[CH:33][C:31]([CH3:32])=[CH:30][CH:29]=4)(=[O:27])=[O:26])[C:10]([C:12]4[CH2:17][CH2:16][N:15]([C:18]([O:20][C:21]([CH3:23])([CH3:24])[CH3:22])=[O:19])[CH2:14][CH:13]=4)=[CH:11][C:3]=23)[CH:37]=1. The catalyst class is: 30.